Dataset: TCR-epitope binding with 47,182 pairs between 192 epitopes and 23,139 TCRs. Task: Binary Classification. Given a T-cell receptor sequence (or CDR3 region) and an epitope sequence, predict whether binding occurs between them. (1) The epitope is ATDALMTGY. The TCR CDR3 sequence is CASSNRVWNEQFF. Result: 0 (the TCR does not bind to the epitope). (2) The epitope is LPRRSGAAGA. The TCR CDR3 sequence is CASSQSPGGEQYF. Result: 0 (the TCR does not bind to the epitope). (3) The epitope is SEISMDNSPNL. The TCR CDR3 sequence is CASSQDHGASYNEQFF. Result: 1 (the TCR binds to the epitope). (4) The epitope is ALSKGVHFV. The TCR CDR3 sequence is CASSHDQGAGLTDTQYF. Result: 1 (the TCR binds to the epitope). (5) The epitope is MLNIPSINV. The TCR CDR3 sequence is CATSPTANTEAFF. Result: 1 (the TCR binds to the epitope). (6) The epitope is FPPTSFGPL. The TCR CDR3 sequence is CASSADRGSYEQYF. Result: 1 (the TCR binds to the epitope). (7) Result: 1 (the TCR binds to the epitope). The epitope is ISDYDYYRY. The TCR CDR3 sequence is CASSFGTGGTGELFF.